This data is from NCI-60 drug combinations with 297,098 pairs across 59 cell lines. The task is: Regression. Given two drug SMILES strings and cell line genomic features, predict the synergy score measuring deviation from expected non-interaction effect. Drug 1: CCC1=CC2CC(C3=C(CN(C2)C1)C4=CC=CC=C4N3)(C5=C(C=C6C(=C5)C78CCN9C7C(C=CC9)(C(C(C8N6C)(C(=O)OC)O)OC(=O)C)CC)OC)C(=O)OC.C(C(C(=O)O)O)(C(=O)O)O. Drug 2: C1CN1P(=S)(N2CC2)N3CC3. Cell line: A498. Synergy scores: CSS=27.8, Synergy_ZIP=-7.01, Synergy_Bliss=1.87, Synergy_Loewe=-0.916, Synergy_HSA=3.42.